Dataset: NCI-60 drug combinations with 297,098 pairs across 59 cell lines. Task: Regression. Given two drug SMILES strings and cell line genomic features, predict the synergy score measuring deviation from expected non-interaction effect. (1) Drug 1: CC1=C(C=C(C=C1)C(=O)NC2=CC(=CC(=C2)C(F)(F)F)N3C=C(N=C3)C)NC4=NC=CC(=N4)C5=CN=CC=C5. Drug 2: C1CN(CCN1C(=O)CCBr)C(=O)CCBr. Cell line: T-47D. Synergy scores: CSS=18.8, Synergy_ZIP=-8.41, Synergy_Bliss=-4.17, Synergy_Loewe=0.936, Synergy_HSA=1.14. (2) Drug 1: C1CCC(C1)C(CC#N)N2C=C(C=N2)C3=C4C=CNC4=NC=N3. Drug 2: CC1=CC2C(CCC3(C2CCC3(C(=O)C)OC(=O)C)C)C4(C1=CC(=O)CC4)C. Cell line: HCT116. Synergy scores: CSS=-4.43, Synergy_ZIP=1.83, Synergy_Bliss=-2.10, Synergy_Loewe=-4.50, Synergy_HSA=-4.01.